From a dataset of Full USPTO retrosynthesis dataset with 1.9M reactions from patents (1976-2016). Predict the reactants needed to synthesize the given product. (1) Given the product [C@@H:20]([C@H:24]([NH:50][C:51]([C@H:53]1[CH2:58][CH2:57][CH2:56][CH2:55][N:54]1[CH3:59])=[O:52])[C:25](=[O:49])[N:26]([CH2:46][CH2:47][CH3:48])[C@@H:27]([CH:43]([CH3:44])[CH3:45])[CH2:28][C@H:29]([C:35]1[S:36][CH:37]=[C:38]([C:40]([NH:1][C@@H:2]([CH2:10][C:11]2[CH:16]=[CH:15][C:14]([N+:17]([O-:19])=[O:18])=[CH:13][CH:12]=2)[CH2:3][C:4]2([C:7]([OH:9])=[O:8])[CH2:5][CH2:6]2)=[O:41])[N:39]=1)[O:30][C:31](=[O:34])[NH:32][CH3:33])([CH2:22][CH3:23])[CH3:21], predict the reactants needed to synthesize it. The reactants are: [NH2:1][C@@H:2]([CH2:10][C:11]1[CH:16]=[CH:15][C:14]([N+:17]([O-:19])=[O:18])=[CH:13][CH:12]=1)[CH2:3][C:4]1([C:7]([OH:9])=[O:8])[CH2:6][CH2:5]1.[C@@H:20]([C@H:24]([NH:50][C:51]([C@H:53]1[CH2:58][CH2:57][CH2:56][CH2:55][N:54]1[CH3:59])=[O:52])[C:25](=[O:49])[N:26]([CH2:46][CH2:47][CH3:48])[C@@H:27]([CH:43]([CH3:45])[CH3:44])[CH2:28][C@H:29]([C:35]1[S:36][CH:37]=[C:38]([C:40](O)=[O:41])[N:39]=1)[O:30][C:31](=[O:34])[NH:32][CH3:33])([CH2:22][CH3:23])[CH3:21]. (2) The reactants are: [N:1]1([C:6]2[CH:16]=[CH:15][C:9]([C:10](OCC)=[O:11])=[CH:8][CH:7]=2)[CH:5]=[CH:4][CH:3]=[N:2]1.O.[NH2:18][NH2:19]. Given the product [N:1]1([C:6]2[CH:16]=[CH:15][C:9]([C:10]([NH:18][NH2:19])=[O:11])=[CH:8][CH:7]=2)[CH:5]=[CH:4][CH:3]=[N:2]1, predict the reactants needed to synthesize it. (3) Given the product [CH2:1]([O:8][C:9](=[O:30])[C@H:10]([CH:27]([CH3:28])[CH3:29])[N:11]([CH2:12][C:13]1[CH:14]=[CH:15][C:16]([C:19]2[CH:24]=[CH:23][CH:22]=[CH:21][C:20]=2[C:25]#[N:26])=[CH:17][CH:18]=1)[C:40](=[O:45])[CH2:41][CH2:42][CH2:43][CH3:44])[C:2]1[CH:7]=[CH:6][CH:5]=[CH:4][CH:3]=1, predict the reactants needed to synthesize it. The reactants are: [CH2:1]([O:8][C:9](=[O:30])[C@H:10]([CH:27]([CH3:29])[CH3:28])[NH:11][CH2:12][C:13]1[CH:18]=[CH:17][C:16]([C:19]2[CH:24]=[CH:23][CH:22]=[CH:21][C:20]=2[C:25]#[N:26])=[CH:15][CH:14]=1)[C:2]1[CH:7]=[CH:6][CH:5]=[CH:4][CH:3]=1.C(N(CC)C(C)C)(C)C.[C:40](Cl)(=[O:45])[CH2:41][CH2:42][CH2:43][CH3:44]. (4) The reactants are: [Cl:1][C:2]1[CH:3]=[C:4]2[C:8](=[CH:9][CH:10]=1)[NH:7][C:6]([C:11]([OH:13])=O)=[CH:5]2.C1C=CC2N(O)N=NC=2C=1.CCN=C=NCCCN(C)C.[NH2:35][CH:36]1[CH2:45][C:44]2[C:39](=[CH:40][CH:41]=[CH:42][CH:43]=2)[N:38]([CH2:46][C:47]([O:49][CH3:50])=[O:48])[C:37]1=[O:51]. Given the product [Cl:1][C:2]1[CH:3]=[C:4]2[C:8](=[CH:9][CH:10]=1)[NH:7][C:6]([C:11]([NH:35][CH:36]1[CH2:45][C:44]3[C:39](=[CH:40][CH:41]=[CH:42][CH:43]=3)[N:38]([CH2:46][C:47]([O:49][CH3:50])=[O:48])[C:37]1=[O:51])=[O:13])=[CH:5]2, predict the reactants needed to synthesize it. (5) Given the product [CH3:112][C@H:64]1[CH2:63][C:62]([CH3:113])=[CH:61][C@@H:60]([CH2:59][CH:58]=[CH2:57])[C:90](=[O:91])[CH2:89][C@H:88]([OH:92])[C@@H:87]([CH3:93])[C@@H:86](/[C:94](/[CH3:105])=[CH:95]/[C@H:96]2[CH2:101][C@@H:100]([O:102][CH3:103])[C@H:99]([OH:104])[CH2:98][CH2:97]2)[O:85][C:83](=[O:84])[C@H:82]2[N:77]([CH2:78][CH2:79][CH2:80][CH2:81]2)[C:75](=[O:76])[C:73](=[O:74])[C@:71]2([OH:106])[O:72][C@@H:67]([C@@H:68]([O:108][CH3:109])[CH2:69][C@H:70]2[CH3:107])[C@@H:66]([O:110][CH3:111])[CH2:65]1, predict the reactants needed to synthesize it. The reactants are: CC[C@H]1C(=O)C[C@H](O)[C@@H](C)[C@@H](/C(/C)=C/[C@H]2C[C@@H](OC)[C@H](O)CC2)OC(=O)[C@H]2N(CCCC2)C(=O)C(=O)[C@]2(O)O[C@@H]([C@@H](OC)C[C@H]2C)[C@@H](OC)C[C@@H](C)CC(C)=C1.[CH3:57][CH2:58][CH2:59][C@H:60]1[C:90](=[O:91])[CH2:89][C@H:88]([OH:92])[C@@H:87]([CH3:93])[C@@H:86](/[C:94](/[CH3:105])=[CH:95]/[C@H:96]2[CH2:101][C@@H:100]([O:102][CH3:103])[C@H:99]([OH:104])[CH2:98][CH2:97]2)[O:85][C:83](=[O:84])[C@H:82]2[N:77]([CH2:78][CH2:79][CH2:80][CH2:81]2)[C:75](=[O:76])[C:73](=[O:74])[C@:71]2([OH:106])[O:72][CH:67]([C@@H:68]([O:108][CH3:109])[CH2:69][C@H:70]2[CH3:107])[C@@H:66]([O:110][CH3:111])[CH2:65][C@@H:64]([CH3:112])[CH2:63][C:62]([CH3:113])=[CH:61]1. (6) Given the product [CH3:27][C:10]1[N:9]([C:28]2[CH:33]=[CH:32][CH:31]=[C:30]([C:34]([F:37])([F:36])[F:35])[CH:29]=2)[C:8](=[O:38])[N:7]([C@@H:5]([CH2:4][CH:3]=[O:2])[CH3:6])[C:12](=[O:13])[C:11]=1[C:14]1[N:18]([C:19]2[CH:20]=[CH:21][C:22]([C:23]#[N:24])=[CH:25][CH:26]=2)[N:17]=[CH:16][CH:15]=1, predict the reactants needed to synthesize it. The reactants are: C[O:2][CH:3]=[CH:4][C@H:5]([N:7]1[C:12](=[O:13])[C:11]([C:14]2[N:18]([C:19]3[CH:26]=[CH:25][C:22]([C:23]#[N:24])=[CH:21][CH:20]=3)[N:17]=[CH:16][CH:15]=2)=[C:10]([CH3:27])[N:9]([C:28]2[CH:33]=[CH:32][CH:31]=[C:30]([C:34]([F:37])([F:36])[F:35])[CH:29]=2)[C:8]1=[O:38])[CH3:6].Cl.O.C(OCC)(=O)C.